From a dataset of Forward reaction prediction with 1.9M reactions from USPTO patents (1976-2016). Predict the product of the given reaction. Given the reactants [CH:1]1([S:4]([C:7]2[CH:15]=[CH:14][CH:13]=[C:12]3[C:8]=2[CH:9]=[N:10][N:11]3[CH:16]([CH2:21][CH:22]2[CH2:27][CH2:26][O:25][CH2:24][CH2:23]2)[C:17](=[O:20])[CH:18]=[CH2:19])(=[O:6])=[O:5])[CH2:3][CH2:2]1.[OH:28][CH:29]([C:34]1[CH:35]=[CH:36][C:37]([CH:40]=[O:41])=[N:38][CH:39]=1)[C:30]([OH:33])([CH3:32])[CH3:31].C(N(CC)CC)C.O1CCCC1, predict the reaction product. The product is: [CH:1]1([S:4]([C:7]2[CH:15]=[CH:14][CH:13]=[C:12]3[C:8]=2[CH:9]=[N:10][N:11]3[CH:16]([CH2:21][CH:22]2[CH2:23][CH2:24][O:25][CH2:26][CH2:27]2)[C:17](=[O:20])[CH2:18][CH2:19][C:40]([C:37]2[CH:36]=[CH:35][C:34]([CH:29]([OH:28])[C:30]([OH:33])([CH3:31])[CH3:32])=[CH:39][N:38]=2)=[O:41])(=[O:6])=[O:5])[CH2:3][CH2:2]1.